This data is from Forward reaction prediction with 1.9M reactions from USPTO patents (1976-2016). The task is: Predict the product of the given reaction. (1) Given the reactants Br[C:2]1[S:3][C:4]([NH:32]C(=O)OC(C)(C)C)=[C:5]([C:7](=[O:31])[NH:8][C:9]2[CH:10]=[N:11][N:12]([CH3:30])[C:13]=2[C@@H:14]2[CH2:20][CH2:19][C@@H:18]([NH:21]C(OC(C)(C)C)=O)[C@@H:17]([F:29])[CH2:16][O:15]2)[N:6]=1.[F:40][C:41]1[CH:46]=[C:45]([C:47]([F:50])([F:49])[F:48])[CH:44]=[CH:43][C:42]=1B(O)O, predict the reaction product. The product is: [NH2:32][C:4]1[S:3][C:2]([C:42]2[CH:43]=[CH:44][C:45]([C:47]([F:50])([F:49])[F:48])=[CH:46][C:41]=2[F:40])=[N:6][C:5]=1[C:7]([NH:8][C:9]1[CH:10]=[N:11][N:12]([CH3:30])[C:13]=1[C@@H:14]1[CH2:20][CH2:19][C@@H:18]([NH2:21])[C@@H:17]([F:29])[CH2:16][O:15]1)=[O:31]. (2) The product is: [CH3:18][O:12][C:11](=[O:13])[CH2:10][C:7]1[CH:6]=[CH:5][C:4]([N+:1]([O-:3])=[O:2])=[CH:9][CH:8]=1. Given the reactants [N+:1]([C:4]1[CH:9]=[CH:8][C:7]([CH2:10][C:11]([OH:13])=[O:12])=[CH:6][CH:5]=1)([O-:3])=[O:2].S(Cl)(Cl)=O.[CH3:18]COC(C)=O.CCCCCCC, predict the reaction product. (3) Given the reactants [CH:1]1[C:10]2[C:5](=[CH:6][CH:7]=[CH:8][CH:9]=2)[CH:4]=[CH:3][C:2]=1/[CH:11]=[CH:12]/[C:13]([O:15]CC)=[O:14].O1CCCC1.O.[OH-].[Li+].Cl, predict the reaction product. The product is: [CH:1]1[C:10]2[C:5](=[CH:6][CH:7]=[CH:8][CH:9]=2)[CH:4]=[CH:3][C:2]=1/[CH:11]=[CH:12]/[C:13]([OH:15])=[O:14].